From a dataset of Catalyst prediction with 721,799 reactions and 888 catalyst types from USPTO. Predict which catalyst facilitates the given reaction. (1) Reactant: COC(=O)[CH:4]([C:17]#[N:18])[C:5]1([CH3:16])[C:14]2[C:9](=[CH:10][CH:11]=[C:12]([F:15])[CH:13]=2)[O:8][CH2:7][CH2:6]1.[Cl-].[Na+]. Product: [F:15][C:12]1[CH:13]=[C:14]2[C:9](=[CH:10][CH:11]=1)[O:8][CH2:7][CH2:6][C:5]2([CH2:4][C:17]#[N:18])[CH3:16]. The catalyst class is: 58. (2) Reactant: [CH2:1]([NH:3][C:4]1[C:13]([CH2:14]O)=[CH:12][C:11]2[C:6](=[CH:7][CH:8]=[C:9]([CH3:16])[CH:10]=2)[N:5]=1)[CH3:2].S(Cl)([Cl:19])=O. Product: [ClH:19].[Cl:19][CH2:14][C:13]1[C:4]([NH:3][CH2:1][CH3:2])=[N:5][C:6]2[C:11]([CH:12]=1)=[CH:10][C:9]([CH3:16])=[CH:8][CH:7]=2. The catalyst class is: 2. (3) Reactant: [OH:1][CH:2]([C:7]1[CH:8]=[CH:9][C:10]([C:13](=O)[CH2:14][CH2:15][C:16](=O)[CH:17]([N:25]2[C:29]3=[N:30][CH:31]=[CH:32][C:33]([O:34][CH3:35])=[C:28]3[CH:27]=[N:26]2)[CH2:18][CH:19]2[CH2:24][CH2:23][O:22][CH2:21][CH2:20]2)=[N:11][CH:12]=1)[C:3]([OH:6])([CH3:5])[CH3:4].C([O-])(=O)C.[NH4+:42].C(O)(=O)C.C(=O)([O-])O.[Na+]. Product: [CH3:35][O:34][C:33]1[CH:32]=[CH:31][N:30]=[C:29]2[N:25]([CH:17]([C:16]3[NH:42][C:13]([C:10]4[N:11]=[CH:12][C:7]([CH:2]([OH:1])[C:3]([CH3:5])([OH:6])[CH3:4])=[CH:8][CH:9]=4)=[CH:14][CH:15]=3)[CH2:18][CH:19]3[CH2:24][CH2:23][O:22][CH2:21][CH2:20]3)[N:26]=[CH:27][C:28]=12. The catalyst class is: 8. (4) Reactant: CCN(C(C)C)C(C)C.[Cl:10][C:11]1[CH:30]=[CH:29][C:14]2[O:15][C:16]3[CH:28]=[CH:27][CH:26]=[CH:25][C:17]=3[C@@H:18]3[C@H:23]([NH2:24])[CH2:22][CH2:21][CH2:20][N:19]3[C:13]=2[CH:12]=1.CN(C(ON1N=NC2C=CC=NC1=2)=[N+](C)C)C.F[P-](F)(F)(F)(F)F.[NH:55]([C:60]([O:62][C:63]([CH3:66])([CH3:65])[CH3:64])=[O:61])[CH2:56][C:57](O)=[O:58]. Product: [CH3:66][C:63]([O:62][C:60](=[O:61])[NH:55][CH2:56][C:57]([NH:24][C@H:23]1[C@@H:18]2[N:19]([C:13]3[CH:12]=[C:11]([Cl:10])[CH:30]=[CH:29][C:14]=3[O:15][C:16]3[CH:28]=[CH:27][CH:26]=[CH:25][C:17]=32)[CH2:20][CH2:21][CH2:22]1)=[O:58])([CH3:64])[CH3:65]. The catalyst class is: 2. (5) Reactant: [Cl:1][C:2]1[N:3]=[C:4]([C:9]([NH:11][C:12]2[CH:33]=[CH:32][C:15]3[N:16]([CH2:20][C:21]4[CH:31]=[CH:30][CH:29]=[CH:28][C:22]=4[C:23]([O:25]CC)=[O:24])[CH2:17][CH2:18][O:19][C:14]=3[CH:13]=2)=[O:10])[NH:5][C:6]=1[CH2:7][CH3:8].[OH-].[Li+].CO. Product: [Cl:1][C:2]1[N:3]=[C:4]([C:9]([NH:11][C:12]2[CH:33]=[CH:32][C:15]3[N:16]([CH2:20][C:21]4[CH:31]=[CH:30][CH:29]=[CH:28][C:22]=4[C:23]([OH:25])=[O:24])[CH2:17][CH2:18][O:19][C:14]=3[CH:13]=2)=[O:10])[NH:5][C:6]=1[CH2:7][CH3:8]. The catalyst class is: 7. (6) Reactant: Cl.[N:2]1([C:8]2[CH:13]=[CH:12][C:11]([NH:14][C:15]([C:17]3[N:18]([CH2:28][CH3:29])[C:19]4[C:24]([CH:25]=3)=[C:23]([Cl:26])[C:22]([Cl:27])=[CH:21][CH:20]=4)=[O:16])=[CH:10][CH:9]=2)[CH2:7][CH2:6][NH:5][CH2:4][CH2:3]1.[C:30]([O:34][C:35](=[O:43])[C:36]1[CH:41]=[CH:40][C:39](Br)=[CH:38][CH:37]=1)([CH3:33])([CH3:32])[CH3:31].CC(C)([O-])C.[Na+].CC(C1C=C(C(C)C)C(C2C=CC=CC=2P(C2CCCCC2)C2CCCCC2)=C(C(C)C)C=1)C. Product: [C:30]([O:34][C:35](=[O:43])[C:36]1[CH:41]=[CH:40][C:39]([N:5]2[CH2:6][CH2:7][N:2]([C:8]3[CH:13]=[CH:12][C:11]([NH:14][C:15]([C:17]4[N:18]([CH2:28][CH3:29])[C:19]5[C:24]([CH:25]=4)=[C:23]([Cl:26])[C:22]([Cl:27])=[CH:21][CH:20]=5)=[O:16])=[CH:10][CH:9]=3)[CH2:3][CH2:4]2)=[CH:38][CH:37]=1)([CH3:33])([CH3:31])[CH3:32]. The catalyst class is: 102. (7) Reactant: [Cl:1][C:2]1[CH:3]=[CH:4][C:5]([N:10]2[CH2:15][CH2:14][O:13][CH2:12][CH2:11]2)=[C:6]([CH:9]=1)[CH:7]=O.[N:16]1([C:22]([O:24][C:25]([CH3:28])([CH3:27])[CH3:26])=[O:23])[CH2:21][CH2:20][NH:19][CH2:18][CH2:17]1.C(O[BH-](OC(=O)C)OC(=O)C)(=O)C.[Na+]. Product: [Cl:1][C:2]1[CH:3]=[CH:4][C:5]([N:10]2[CH2:15][CH2:14][O:13][CH2:12][CH2:11]2)=[C:6]([CH2:7][N:19]2[CH2:18][CH2:17][N:16]([C:22]([O:24][C:25]([CH3:28])([CH3:27])[CH3:26])=[O:23])[CH2:21][CH2:20]2)[CH:9]=1. The catalyst class is: 6. (8) Reactant: [NH:1](C(OC(C)(C)C)=O)[C@H:2]([C:7](O)=[O:8])[CH2:3][CH:4]([CH3:6])[CH3:5].C(Cl)C[Cl:19].C1C=CC2N(O)N=NC=2C=1.Cl.[NH2:32][C@@H:33]([CH2:45][CH3:46])[CH:34]([C:36]1[O:37][C:38]2[CH:44]=[CH:43][CH:42]=[CH:41][C:39]=2[N:40]=1)[OH:35].CN1CCOCC1. Product: [ClH:19].[O:37]1[C:38]2[CH:44]=[CH:43][CH:42]=[CH:41][C:39]=2[N:40]=[C:36]1[CH:34]([OH:35])[C@@H:33]([NH:32][C:7](=[O:8])[C@@H:2]([NH2:1])[CH2:3][CH:4]([CH3:6])[CH3:5])[CH2:45][CH3:46]. The catalyst class is: 4. (9) Product: [C:1]([C:3]1[CH:11]=[C:10]2[C:6]([C:7]([CH2:14][C:15]3[CH:20]=[CH:19][C:18]([C:21](=[O:29])[NH:22][CH2:23][C:24]4[O:25][CH:26]=[CH:27][N:28]=4)=[CH:17][C:16]=3[C:30]3[C:31]([C:38]([OH:40])=[O:39])=[CH:32][C:33]([O:36][CH3:37])=[CH:34][CH:35]=3)=[CH:8][N:9]2[CH2:12][CH3:13])=[CH:5][CH:4]=1)(=[NH:44])[NH2:2]. Reactant: [C:1]([C:3]1[CH:11]=[C:10]2[C:6]([C:7]([CH2:14][C:15]3[CH:20]=[CH:19][C:18]([C:21](=[O:29])[NH:22][CH2:23][C:24]4[O:25][CH:26]=[CH:27][N:28]=4)=[CH:17][C:16]=3[C:30]3[C:31]([C:38]([OH:40])=[O:39])=[CH:32][C:33]([O:36][CH3:37])=[CH:34][CH:35]=3)=[CH:8][N:9]2[CH2:12][CH3:13])=[CH:5][CH:4]=1)#[N:2].Cl.O1C=C[N:44]=C1NC.CN([P+](ON1N=NC2C=CC=CC1=2)(N(C)C)N(C)C)C.F[P-](F)(F)(F)(F)F. The catalyst class is: 3. (10) Reactant: C(OC([N:6]1[C:15]2[C:14]3[CH:16]=[CH:17][C:18]([N:20]4[CH2:24][C@H:23]([CH2:25][NH:26][C:27]([O:29][CH2:30][CH3:31])=[O:28])[O:22][C:21]4=[O:32])=[CH:19][C:13]=3[CH2:12][CH2:11][CH2:10][C:9]=2[CH:8]=[N:7]1)=O)C.C[O-].[Na+]. Product: [CH2:30]([O:29][C:27](=[O:28])[NH:26][CH2:25][C@@H:23]1[O:22][C:21](=[O:32])[N:20]([C:18]2[CH:17]=[CH:16][C:14]3[C:15]4[NH:6][N:7]=[CH:8][C:9]=4[CH2:10][CH2:11][CH2:12][C:13]=3[CH:19]=2)[CH2:24]1)[CH3:31]. The catalyst class is: 125.